Task: Predict the reactants needed to synthesize the given product.. Dataset: Full USPTO retrosynthesis dataset with 1.9M reactions from patents (1976-2016) (1) Given the product [C:1]([C:4]1[CH:5]=[CH:6][C:7]([NH:10][C@@H:11]([C:26]2[CH:35]=[C:34]([O:36][CH3:37])[C:29]3[O:30][CH2:31][CH2:32][O:33][C:28]=3[C:27]=2[F:38])[C:12]2[NH:16][C:15](=[O:17])[N:14]([C:18]3[CH:22]=[CH:21][S:20][C:19]=3[C:23]([OH:25])=[O:24])[N:13]=2)=[CH:8][C:9]=1[F:39])(=[NH:2])[NH2:3], predict the reactants needed to synthesize it. The reactants are: [C:1]([C:4]1[CH:9]=[CH:8][C:7]([NH:10][C@@H:11]([C:26]2[CH:35]=[C:34]([O:36][CH3:37])[C:29]3[O:30][CH2:31][CH2:32][O:33][C:28]=3[C:27]=2[F:38])[C:12]2[NH:16][C:15](=[O:17])[N:14]([C:18]3[CH:22]=[CH:21][S:20][C:19]=3[C:23]([OH:25])=[O:24])[N:13]=2)=[CH:6][CH:5]=1)(=[NH:3])[NH2:2].[F:39]C1C=C(N)C=CC=1C#N.NC1C=CC(C#N)=CC=1. (2) Given the product [Br:8][C:5]1[CH:6]=[CH:7][C:2]2[N:18]([C:12]3[CH:17]=[CH:16][CH:15]=[CH:14][CH:13]=3)[C:19]([CH3:20])=[N:9][C:3]=2[CH:4]=1, predict the reactants needed to synthesize it. The reactants are: Br[C:2]1[CH:7]=[CH:6][C:5]([Br:8])=[CH:4][C:3]=1[N+:9]([O-])=O.[C:12]1([NH:18][C:19](=O)[CH3:20])[CH:17]=[CH:16][CH:15]=[CH:14][CH:13]=1. (3) Given the product [C:5]([O-:18])(=[O:17])[CH2:6][CH2:7][CH2:8][CH2:9][CH2:10][CH2:11][CH2:12][CH2:13][CH2:14][CH2:15][CH3:16].[In+3:2].[C:5]([O-:18])(=[O:17])[CH2:6][CH2:7][CH2:8][CH2:9][CH2:10][CH2:11][CH2:12][CH2:13][CH2:14][CH2:15][CH3:16].[C:5]([O-:18])(=[O:17])[CH2:6][CH2:7][CH2:8][CH2:9][CH2:10][CH2:11][CH2:12][CH2:13][CH2:14][CH2:15][CH3:16], predict the reactants needed to synthesize it. The reactants are: [I-].[In+3:2].[I-].[I-].[C:5]([OH:18])(=[O:17])[CH2:6][CH2:7][CH2:8][CH2:9][CH2:10][CH2:11][CH2:12][CH2:13][CH2:14][CH2:15][CH3:16].